This data is from Forward reaction prediction with 1.9M reactions from USPTO patents (1976-2016). The task is: Predict the product of the given reaction. (1) Given the reactants C(Cl)(=O)C.[NH:5]1[CH2:10][CH:9]=[C:8]([C:11]2[CH:16]=[CH:15][C:14]([NH:17][C:18]([N:20]3[CH2:28][C:27]4[CH:26]=[CH:25][N:24]=[CH:23][C:22]=4[CH2:21]3)=[O:19])=[CH:13][CH:12]=2)[CH2:7][CH2:6]1.NC1C=C2C(=CC=1)CN(C(N[C:42]1[CH:47]=[CH:46][C:45]([C:48](=[O:53])NCCC)=[CH:44][CH:43]=1)=O)C2, predict the reaction product. The product is: [C:48]([N:5]1[CH2:6][CH:7]=[C:8]([C:11]2[CH:16]=[CH:15][C:14]([NH:17][C:18]([N:20]3[CH2:28][C:27]4[CH:26]=[CH:25][N:24]=[CH:23][C:22]=4[CH2:21]3)=[O:19])=[CH:13][CH:12]=2)[CH2:9][CH2:10]1)(=[O:53])[C:45]1[CH:46]=[CH:47][CH:42]=[CH:43][CH:44]=1. (2) Given the reactants C(OC([NH:8][C:9]([CH3:37])([CH2:30][C:31]1[CH:36]=[CH:35][CH:34]=[CH:33][CH:32]=1)[CH2:10][O:11][CH2:12][C:13]1[CH:14]=[C:15]([CH:19]=[C:20]([N:22]([S:26]([CH3:29])(=[O:28])=[O:27])[CH2:23][CH2:24][CH3:25])[CH:21]=1)[C:16](O)=[O:17])=O)(C)(C)C.B.C1COCC1, predict the reaction product. The product is: [NH2:8][C:9]([CH3:37])([CH2:30][C:31]1[CH:32]=[CH:33][CH:34]=[CH:35][CH:36]=1)[CH2:10][O:11][CH2:12][C:13]1[CH:21]=[C:20]([N:22]([CH2:23][CH2:24][CH3:25])[S:26]([CH3:29])(=[O:28])=[O:27])[CH:19]=[C:15]([CH2:16][OH:17])[CH:14]=1. (3) Given the reactants [OH:1][CH2:2][C:3]1[CH:11]=[C:10]2[N:6]([CH2:7][CH2:8][CH2:9]2)[C:5](=[O:12])[CH:4]=1.I(C1C=CC=CC=1C(O)=O)(=O)=O, predict the reaction product. The product is: [O:12]=[C:5]1[CH:4]=[C:3]([CH:2]=[O:1])[CH:11]=[C:10]2[N:6]1[CH2:7][CH2:8][CH2:9]2. (4) Given the reactants [Cl:1][C:2]1[CH:7]=[CH:6][C:5]([C:8]2[CH:13]=[C:12]([CH3:14])[NH:11][C:10](=O)[N:9]=2)=[CH:4][CH:3]=1.P(Cl)(Cl)([Cl:18])=O, predict the reaction product. The product is: [Cl:18][C:10]1[N:9]=[C:8]([C:5]2[CH:6]=[CH:7][C:2]([Cl:1])=[CH:3][CH:4]=2)[CH:13]=[C:12]([CH3:14])[N:11]=1. (5) Given the reactants [CH3:1][C:2]1[N:3]=[N:4][NH:5][N:6]=1.[Br:7][C:8]1[CH:15]=[CH:14][C:11]([C:12]#[N:13])=[CH:10][C:9]=1[CH2:16]Br.C(=O)([O-])[O-].[K+].[K+], predict the reaction product. The product is: [Br:7][C:8]1[CH:15]=[CH:14][C:11]([C:12]#[N:13])=[CH:10][C:9]=1[CH2:16][N:4]1[N:5]=[N:6][C:2]([CH3:1])=[N:3]1.